This data is from Full USPTO retrosynthesis dataset with 1.9M reactions from patents (1976-2016). The task is: Predict the reactants needed to synthesize the given product. (1) The reactants are: [CH2:1]1[C@H:6]([NH2:7])[C@@H:5]([O:8][C@H:9]2[O:14][C@H:13]([CH2:15][NH2:16])[C@@H:12]([OH:17])[C@H:11]([OH:18])[C@H:10]2[OH:19])[C@H:4]([OH:20])[C@@H:3]([O:21][C@H:22]2[O:27][C@H:26]([CH2:28][OH:29])[C@@H:25]([OH:30])[C@H:24]([NH2:31])[C@H:23]2[OH:32])[C@@H:2]1[NH2:33].OS(O)(=O)=O. Given the product [CH2:1]1[C@H:6]([NH2:7])[C@@H:5]([O:8][C@@H:9]2[O:14][C@@H:13]([CH2:15][NH2:16])[C@H:12]([OH:17])[C@@H:11]([OH:18])[C@@H:10]2[OH:19])[C@H:4]([OH:20])[C@@H:3]([O:21][C@H:22]2[O:27][C@H:26]([CH2:28][OH:29])[C@@H:25]([OH:30])[C@H:24]([NH2:31])[C@H:23]2[OH:32])[C@@H:2]1[NH2:33], predict the reactants needed to synthesize it. (2) The reactants are: Cl[C:2]1[CH:7]=[N:6][CH:5]=[C:4]([Cl:8])[N:3]=1.C(N(CC)CC)C.[O:16]1[CH2:21][CH2:20][CH:19]([CH2:22][NH2:23])[CH2:18][CH2:17]1. Given the product [Cl:8][C:4]1[N:3]=[C:2]([NH:23][CH2:22][CH:19]2[CH2:20][CH2:21][O:16][CH2:17][CH2:18]2)[CH:7]=[N:6][CH:5]=1, predict the reactants needed to synthesize it. (3) Given the product [Br:1][C:2]1[C:10]2[O:9][C:8]([CH3:12])([CH3:11])[CH:7]([N:24]3[CH2:28][CH2:27][CH2:26][CH2:25]3)[C:6]=2[C:5]([CH3:14])=[C:4]([NH:15][C:16](=[O:22])[O:17][C:18]([CH3:19])([CH3:21])[CH3:20])[C:3]=1[CH3:23], predict the reactants needed to synthesize it. The reactants are: [Br:1][C:2]1[C:10]2[O:9][C:8]([CH3:12])([CH3:11])[CH:7](O)[C:6]=2[C:5]([CH3:14])=[C:4]([NH:15][C:16](=[O:22])[O:17][C:18]([CH3:21])([CH3:20])[CH3:19])[C:3]=1[CH3:23].[NH:24]1[CH2:28][CH2:27][CH2:26][CH2:25]1. (4) Given the product [Br:1][C:2]1[C:3]2[S:11][N:6]=[CH:5][C:4]=2[CH:8]=[CH:9][CH:10]=1, predict the reactants needed to synthesize it. The reactants are: [Br:1][C:2]1[C:3]([S:11]C(C)(C)C)=[C:4]([CH:8]=[CH:9][CH:10]=1)/[CH:5]=[N:6]/O.CC1C=CC(S(O)(=O)=O)=CC=1.O. (5) The reactants are: C(OC([N:8]1[CH2:13][CH:12]=[C:11]([C:14]2[N:18]3[C:19]4[C:24]([N:25]=[C:26]([NH:27][CH2:28][CH2:29][CH2:30][OH:31])[C:17]3=[N:16][CH:15]=2)=[CH:23][C:22]([C:32]([F:35])([F:34])[F:33])=[CH:21][CH:20]=4)[CH2:10][CH2:9]1)=O)(C)(C)C.FC(F)(F)C(O)=O. Given the product [NH:8]1[CH2:9][CH:10]=[C:11]([C:14]2[N:18]3[C:19]4[C:24]([N:25]=[C:26]([NH:27][CH2:28][CH2:29][CH2:30][OH:31])[C:17]3=[N:16][CH:15]=2)=[CH:23][C:22]([C:32]([F:34])([F:33])[F:35])=[CH:21][CH:20]=4)[CH2:12][CH2:13]1, predict the reactants needed to synthesize it. (6) Given the product [C:44]([O:48][C:49](=[O:61])[C@H:50]([CH2:52][CH2:53][C:54]([O:56][C:57]([CH3:60])([CH3:59])[CH3:58])=[O:55])[NH:51][C:6](=[O:8])[C:5]1[CH:9]=[CH:10][C:2]([NH2:1])=[N:3][C:4]=1[Cl:11])([CH3:46])([CH3:47])[CH3:45], predict the reactants needed to synthesize it. The reactants are: [NH2:1][C:2]1[CH:10]=[CH:9][C:5]([C:6]([OH:8])=O)=[C:4]([Cl:11])[N:3]=1.C(N(CC)CC)C.CN(C(ON1N=NC2C=CC=CC1=2)=[N+](C)C)C.F[P-](F)(F)(F)(F)F.Cl.[C:44]([O:48][C:49](=[O:61])[C@H:50]([CH2:52][CH2:53][C:54]([O:56][C:57]([CH3:60])([CH3:59])[CH3:58])=[O:55])[NH2:51])([CH3:47])([CH3:46])[CH3:45].